This data is from Peptide-MHC class I binding affinity with 185,985 pairs from IEDB/IMGT. The task is: Regression. Given a peptide amino acid sequence and an MHC pseudo amino acid sequence, predict their binding affinity value. This is MHC class I binding data. The peptide sequence is WESGAVLCV. The MHC is HLA-B40:01 with pseudo-sequence HLA-B40:01. The binding affinity (normalized) is 0.949.